Dataset: Peptide-MHC class I binding affinity with 185,985 pairs from IEDB/IMGT. Task: Regression. Given a peptide amino acid sequence and an MHC pseudo amino acid sequence, predict their binding affinity value. This is MHC class I binding data. (1) The peptide sequence is KRWIILGLNK. The MHC is HLA-B54:01 with pseudo-sequence HLA-B54:01. The binding affinity (normalized) is 0.0107. (2) The peptide sequence is ATDVPSATK. The MHC is HLA-A24:02 with pseudo-sequence HLA-A24:02. The binding affinity (normalized) is 0. (3) The binding affinity (normalized) is 0.0847. The peptide sequence is AVAVARVAA. The MHC is HLA-B57:01 with pseudo-sequence HLA-B57:01. (4) The peptide sequence is RVRQAWDTL. The MHC is HLA-B18:01 with pseudo-sequence HLA-B18:01. The binding affinity (normalized) is 0.228. (5) The peptide sequence is LPIDKCSRI. The binding affinity (normalized) is 0.0847. The MHC is HLA-B40:01 with pseudo-sequence HLA-B40:01. (6) The peptide sequence is KIPLSKVHGL. The MHC is HLA-A02:01 with pseudo-sequence HLA-A02:01. The binding affinity (normalized) is 0.0430. (7) The peptide sequence is HEGYEEFTM. The MHC is HLA-B44:02 with pseudo-sequence HLA-B44:02. The binding affinity (normalized) is 0.0847. (8) The peptide sequence is FLQDESAYV. The MHC is HLA-A24:03 with pseudo-sequence HLA-A24:03. The binding affinity (normalized) is 0.0847. (9) The peptide sequence is VGNVYVKF. The MHC is HLA-A02:02 with pseudo-sequence HLA-A02:02. The binding affinity (normalized) is 0.0373.